From a dataset of Forward reaction prediction with 1.9M reactions from USPTO patents (1976-2016). Predict the product of the given reaction. (1) The product is: [NH2:1][C:2]1[C:3]([Cl:11])=[CH:4][C:5]([CH2:51][CH2:50][CH2:49][CH:48]=[O:52])=[C:6]([CH:9]=1)[C:7]#[N:8]. Given the reactants [NH2:1][C:2]1[C:3]([Cl:11])=[CH:4][C:5](Br)=[C:6]([CH:9]=1)[C:7]#[N:8].C1(N(C)C2CCCCC2)CCCCC1.C(P(C(C)(C)C)C1C=CC=CC=1C1C=CC=CC=1C)(C)(C)C.[CH2:48]([OH:52])[CH2:49][CH:50]=[CH2:51], predict the reaction product. (2) Given the reactants [OH:1][C:2]([C:28]1[CH:33]=[CH:32][CH:31]=[CH:30][CH:29]=1)([CH2:24][C:25]([CH3:27])=[CH2:26])[CH2:3][CH2:4][N:5]([C:10]([C:13]1[N:14]=[N:15][N:16]([C:18]2[CH:23]=[CH:22][CH:21]=[CH:20][CH:19]=2)[CH:17]=1)([CH3:12])[CH3:11])[C:6](=O)[O:7]C.[H-].[Na+], predict the reaction product. The product is: [CH3:27][C:25](=[CH2:26])[CH2:24][C:2]1([C:28]2[CH:33]=[CH:32][CH:31]=[CH:30][CH:29]=2)[O:1][C:6](=[O:7])[N:5]([C:10]([C:13]2[N:14]=[N:15][N:16]([C:18]3[CH:23]=[CH:22][CH:21]=[CH:20][CH:19]=3)[CH:17]=2)([CH3:11])[CH3:12])[CH2:4][CH2:3]1. (3) Given the reactants C[O:2][C:3](=[O:45])[CH2:4][C@H:5]([OH:44])[CH2:6][C@H:7]([OH:43])[CH:8]=[CH:9][C:10]1[N:11]([CH:40]([CH3:42])[CH3:41])[C:12]([C:29](=[O:39])[NH:30][C:31]2[CH:36]=[CH:35][CH:34]=[C:33]([CH2:37][CH3:38])[CH:32]=2)=[C:13]([C:22]2[CH:27]=[CH:26][C:25]([F:28])=[CH:24][CH:23]=2)[C:14]=1[C:15]1[CH:20]=[CH:19][C:18]([F:21])=[CH:17][CH:16]=1.C(O)C.O.[OH-].[Na+:51], predict the reaction product. The product is: [Na+:51].[CH2:37]([C:33]1[CH:32]=[C:31]([NH:30][C:29]([C:12]2[N:11]([CH:40]([CH3:42])[CH3:41])[C:10]([CH:9]=[CH:8][C@@H:7]([OH:43])[CH2:6][C@@H:5]([OH:44])[CH2:4][C:3]([O-:45])=[O:2])=[C:14]([C:15]3[CH:16]=[CH:17][C:18]([F:21])=[CH:19][CH:20]=3)[C:13]=2[C:22]2[CH:23]=[CH:24][C:25]([F:28])=[CH:26][CH:27]=2)=[O:39])[CH:36]=[CH:35][CH:34]=1)[CH3:38]. (4) Given the reactants P(Cl)(Cl)([Cl:3])=O.O[C:7]1[N:14]=[CH:13][C:12]([I:15])=[CH:11][C:8]=1[C:9]#[N:10], predict the reaction product. The product is: [Cl:3][C:7]1[N:14]=[CH:13][C:12]([I:15])=[CH:11][C:8]=1[C:9]#[N:10].